This data is from Forward reaction prediction with 1.9M reactions from USPTO patents (1976-2016). The task is: Predict the product of the given reaction. (1) Given the reactants [C:1]([O:5][C:6](=[O:22])[N:7]([CH2:10][C:11]1[C:12](Cl)=[N:13][C:14]2[C:19]([CH:20]=1)=[CH:18][CH:17]=[CH:16][CH:15]=2)[CH2:8][CH3:9])([CH3:4])([CH3:3])[CH3:2].[CH2:23]([O:25][C:26](=[O:45])[CH2:27][C:28]1[CH:33]=[CH:32][C:31]([O:34][CH3:35])=[C:30](B2OC(C)(C)C(C)(C)O2)[CH:29]=1)[CH3:24].C(=O)([O-])[O-].[K+].[K+].COCCOC, predict the reaction product. The product is: [CH2:23]([O:25][C:26](=[O:45])[CH2:27][C:28]1[CH:33]=[CH:32][C:31]([O:34][CH3:35])=[C:30]([C:12]2[C:11]([CH2:10][N:7]([C:6]([O:5][C:1]([CH3:4])([CH3:3])[CH3:2])=[O:22])[CH2:8][CH3:9])=[CH:20][C:19]3[C:14](=[CH:15][CH:16]=[CH:17][CH:18]=3)[N:13]=2)[CH:29]=1)[CH3:24]. (2) Given the reactants [CH2:1]([C:8]1[CH:9]=[N:10][C:11]2[C:16]([C:17]=1[CH:18]([C:21]1[CH:26]=[CH:25][CH:24]=[C:23]([O:27]C)[CH:22]=1)C#N)=[CH:15][CH:14]=[CH:13][C:12]=2[C:29]([F:32])([F:31])[F:30])[C:2]1[CH:7]=[CH:6][CH:5]=[CH:4][CH:3]=1.[OH-].[NH4+], predict the reaction product. The product is: [CH2:1]([C:8]1[CH:9]=[N:10][C:11]2[C:16]([C:17]=1[CH2:18][C:21]1[CH:22]=[C:23]([OH:27])[CH:24]=[CH:25][CH:26]=1)=[CH:15][CH:14]=[CH:13][C:12]=2[C:29]([F:31])([F:32])[F:30])[C:2]1[CH:7]=[CH:6][CH:5]=[CH:4][CH:3]=1. (3) Given the reactants [OH:1][CH:2]1[CH2:7][CH2:6][N:5]([C:8]([N:10]2[CH2:15][CH:14]([C:16]3[CH:21]=[CH:20][C:19]([C:22]([F:25])([F:24])[F:23])=[CH:18][CH:17]=3)[CH2:13][CH:12]([C:26]([OH:28])=O)[CH2:11]2)=[O:9])[CH2:4][CH2:3]1.[Cl:29][C:30]1[CH:31]=[C:32]([C:36](=[N:38]O)[NH2:37])[CH:33]=[CH:34][CH:35]=1, predict the reaction product. The product is: [Cl:29][C:30]1[CH:31]=[C:32]([C:36]2[N:38]=[C:26]([CH:12]3[CH2:13][CH:14]([C:16]4[CH:21]=[CH:20][C:19]([C:22]([F:25])([F:24])[F:23])=[CH:18][CH:17]=4)[CH2:15][N:10]([C:8]([N:5]4[CH2:6][CH2:7][CH:2]([OH:1])[CH2:3][CH2:4]4)=[O:9])[CH2:11]3)[O:28][N:37]=2)[CH:33]=[CH:34][CH:35]=1.